From a dataset of Full USPTO retrosynthesis dataset with 1.9M reactions from patents (1976-2016). Predict the reactants needed to synthesize the given product. (1) Given the product [Cl:17][C:18]1[CH:26]=[C:25]2[NH:24][C:23](=[O:35])[C:22]3([CH:36]([C:37]4[CH:42]=[C:41]([F:43])[CH:40]=[CH:39][C:38]=4[CH3:44])[CH2:12][C:10](=[O:11])[NH:9][CH:8]3[C:4]3[CH:5]=[CH:6][CH:7]=[C:2]([Cl:1])[CH:3]=3)[C:21]2=[CH:20][CH:19]=1.[CH3:27][O:28][CH:29]([Si:13]([CH3:14])([CH3:15])[CH3:16])[CH3:30], predict the reactants needed to synthesize it. The reactants are: [Cl:1][C:2]1[CH:3]=[C:4]([CH:8]=[N:9][C:10]([O:12][Si:13]([CH3:16])([CH3:15])[CH3:14])=[CH2:11])[CH:5]=[CH:6][CH:7]=1.[Cl:17][C:18]1[CH:26]=[C:25]2[C:21](/[C:22](=[CH:36]/[C:37]3[CH:42]=[C:41]([F:43])[CH:40]=[CH:39][C:38]=3[CH3:44])/[C:23](=[O:35])[N:24]2[CH2:27][O:28][CH2:29][CH2:30][Si](C)(C)C)=[CH:20][CH:19]=1.CO. (2) Given the product [CH2:1]([O:8][C:9](=[O:21])[NH:10][CH:11]1[CH2:18][CH2:17][CH:16]2[CH2:19][CH:12]1[CH2:13][CH2:14][CH:15]2[OH:20])[C:2]1[CH:7]=[CH:6][CH:5]=[CH:4][CH:3]=1, predict the reactants needed to synthesize it. The reactants are: [CH2:1]([O:8][C:9](=[O:21])[NH:10][CH:11]1[CH2:18][CH2:17][CH:16]2[CH2:19][CH:12]1[CH2:13][CH2:14][C:15]2=[O:20])[C:2]1[CH:7]=[CH:6][CH:5]=[CH:4][CH:3]=1.[BH4-].[Na+].O.Cl. (3) Given the product [F:29][C:26]([F:27])([F:28])[C:22]1[CH:21]=[C:20]([NH:19][C:14]2[CH:15]=[CH:16][CH:17]=[C:18]3[C:13]=2[N:12]=[CH:11][CH:10]=[C:9]3[NH2:8])[CH:25]=[CH:24][CH:23]=1, predict the reactants needed to synthesize it. The reactants are: COC1C=CC(C[NH:8][C:9]2[C:18]3[C:13](=[C:14]([NH:19][C:20]4[CH:25]=[CH:24][CH:23]=[C:22]([C:26]([F:29])([F:28])[F:27])[CH:21]=4)[CH:15]=[CH:16][CH:17]=3)[N:12]=[CH:11][CH:10]=2)=CC=1. (4) Given the product [NH2:17][C:18]1[CH:19]=[CH:20][CH:21]=[CH:22][C:12]=1[C:13]([NH:9][C:8]1[CH:7]=[CH:6][C:5]([CH:1]([CH2:3][CH3:4])[CH3:2])=[CH:11][CH:10]=1)=[O:14], predict the reactants needed to synthesize it. The reactants are: [CH:1]([C:5]1[CH:11]=[CH:10][C:8]([NH2:9])=[CH:7][CH:6]=1)([CH2:3][CH3:4])[CH3:2].[C:12]12[C:18](=[CH:19][CH:20]=[CH:21][CH:22]=1)[NH:17]C(=O)O[C:13]2=[O:14].O. (5) The reactants are: [F:1][C:2]([F:14])([F:13])[C:3]([C:5]1[CH:10]=[CH:9][C:8]([O:11]C)=[CH:7][CH:6]=1)=[O:4].[Cl-].[Li+]. Given the product [F:1][C:2]([F:13])([F:14])[C:3]([C:5]1[CH:10]=[CH:9][C:8]([OH:11])=[CH:7][CH:6]=1)=[O:4], predict the reactants needed to synthesize it. (6) Given the product [CH2:43]([NH:50][CH2:30][C:31]([N:16]1[CH2:17][C@@H:18]([C:19]2[CH:20]=[CH:21][C:22]([C:23]#[N:24])=[CH:25][CH:26]=2)[C@:12]2([N:11]([CH3:27])[C:10](=[O:28])[N:9]([C:4]3[CH:5]=[C:6]([Cl:8])[CH:7]=[C:2]([Cl:1])[CH:3]=3)[C:13]2=[O:14])[CH2:15]1)=[O:32])[C:44]1[CH:49]=[CH:48][CH:47]=[CH:46][CH:45]=1, predict the reactants needed to synthesize it. The reactants are: [Cl:1][C:2]1[CH:3]=[C:4]([N:9]2[C:13](=[O:14])[C@@:12]3([C@H:18]([C:19]4[CH:26]=[CH:25][C:22]([C:23]#[N:24])=[CH:21][CH:20]=4)[CH2:17][NH:16][CH2:15]3)[N:11]([CH3:27])[C:10]2=[O:28])[CH:5]=[C:6]([Cl:8])[CH:7]=1.Cl[CH2:30][C:31](Cl)=[O:32].CCN(C(C)C)C(C)C.[CH2:43]([NH2:50])[C:44]1[CH:49]=[CH:48][CH:47]=[CH:46][CH:45]=1. (7) Given the product [NH2:66][C@H:67]([C:92]([NH:94][C@H:95]([C:106]([NH:108][C@H:109]([C:117]([O:119][CH3:120])=[O:118])[CH2:110][S:111][CH2:112][NH:113][C:114]([CH3:116])=[O:115])=[O:107])[CH2:96][C:97]1[C:105]2[C:100](=[CH:101][CH:102]=[CH:103][CH:104]=2)[NH:99][CH:98]=1)=[O:93])[CH2:68][CH2:69][CH2:70][NH:71][C:72](=[NH:91])[NH:73][S:74]([C:77]1[C:89]([CH3:90])=[C:88]2[C:82]([O:83][C:84]([CH2:87]2)([CH3:85])[CH3:86])=[C:80]([CH3:81])[C:78]=1[CH3:79])(=[O:76])=[O:75], predict the reactants needed to synthesize it. The reactants are: N(C(C)=O)[C@H](C(N[C@H](C(N[C@@H](C(N[C@H](C(N[C@@H](C([NH:66][C@H:67]([C:92]([NH:94][C@H:95]([C:106]([NH:108][C@H:109]([C:117]([O:119][CH3:120])=[O:118])[CH2:110][S:111][CH2:112][NH:113][C:114]([CH3:116])=[O:115])=[O:107])[CH2:96][C:97]1[C:105]2[C:100](=[CH:101][CH:102]=[CH:103][CH:104]=2)[NH:99][CH:98]=1)=[O:93])[CH2:68][CH2:69][CH2:70][NH:71][C:72](=[NH:91])[NH:73][S:74]([C:77]1[C:89]([CH3:90])=[C:88]2[C:82]([O:83][C:84]([CH2:87]2)([CH3:86])[CH3:85])=[C:80]([CH3:81])[C:78]=1[CH3:79])(=[O:76])=[O:75])=O)CC1C=CC=CC=1)=O)CC1N=CNC=1)=O)C)=O)CSCNC(C)=O)=O)CCCNC(=N)NS(C1C(C)=C2C(OC(C2)(C)C)=C(C)C=1C)(=O)=O.N(C(C)=O)[C@H](C(N[C@H](C(N[C@@H](C(N[C@H](C(N[C@@H](C(NN)=O)CC1C=CC=CC=1)=O)CC1N=CNC=1)=O)C)=O)CSCNC(C)=O)=O)CCCNC(=N)NS(C1C(C)=C2C(OC(C2)(C)C)=C(C)C=1C)(=O)=O. (8) Given the product [Cl:7][C:8]1[CH:9]=[C:10]([C@@H:14]2[C@@H:19]([C:20]3[CH:25]=[CH:24][C:23]([Cl:26])=[CH:22][CH:21]=3)[N:18]([C@@H:27]([CH2:31][CH3:32])[CH2:28][N:29]([CH3:30])[CH:3]3[CH2:2][O:1][CH2:4]3)[C:17](=[O:33])[C@:16]([CH2:35][C:36]([OH:38])=[O:37])([CH3:34])[CH2:15]2)[CH:11]=[CH:12][CH:13]=1, predict the reactants needed to synthesize it. The reactants are: [O:1]1[CH2:4][C:3](=O)[CH2:2]1.[NH4+].[Cl:7][C:8]1[CH:9]=[C:10]([C@@H:14]2[C@@H:19]([C:20]3[CH:25]=[CH:24][C:23]([Cl:26])=[CH:22][CH:21]=3)[N:18]([C@@H:27]([CH2:31][CH3:32])[CH2:28][NH:29][CH3:30])[C:17](=[O:33])[C@:16]([CH2:35][C:36]([O-:38])=[O:37])([CH3:34])[CH2:15]2)[CH:11]=[CH:12][CH:13]=1.C(O[BH-](OC(=O)C)OC(=O)C)(=O)C.[Na+]. (9) Given the product [Br:7][C:8]1[N:13]=[C:12]([C:14](=[O:17])[NH:15][CH3:16])[C:11]([NH:18][C:19]2[C:24]([C:25]([F:28])([F:26])[F:27])=[CH:23][N:22]=[C:21]([NH:29][C:30]3[CH:42]=[CH:41][C:33]([CH2:34][P:35](=[O:39])([O:40][C@@H:60]([CH2:59][CH2:58][N:56]4[CH:57]=[C:53]([B:48]5[O:47][C:46]([CH3:63])([CH3:45])[C:50]([CH3:51])([CH3:52])[O:49]5)[CH:54]=[N:55]4)[CH3:61])[O:36][CH2:37][CH3:38])=[CH:32][C:31]=3[O:43][CH3:44])[N:20]=2)=[CH:10][CH:9]=1, predict the reactants needed to synthesize it. The reactants are: CN1C=CN=C1.[Br:7][C:8]1[N:13]=[C:12]([C:14](=[O:17])[NH:15][CH3:16])[C:11]([NH:18][C:19]2[C:24]([C:25]([F:28])([F:27])[F:26])=[CH:23][N:22]=[C:21]([NH:29][C:30]3[CH:42]=[CH:41][C:33]([CH2:34][P:35](=[O:40])([OH:39])[O:36][CH2:37][CH3:38])=[CH:32][C:31]=3[O:43][CH3:44])[N:20]=2)=[CH:10][CH:9]=1.[CH3:45][C:46]1([CH3:63])[C:50]([CH3:52])([CH3:51])[O:49][B:48]([C:53]2[CH:54]=[N:55][N:56]([CH2:58][CH2:59][C@H:60](O)[CH3:61])[CH:57]=2)[O:47]1.F[P-](F)(F)(F)(F)F.N1(O[P+](N2CCCC2)(N2CCCC2)N2CCCC2)C2C=CC=CC=2N=N1.